This data is from Forward reaction prediction with 1.9M reactions from USPTO patents (1976-2016). The task is: Predict the product of the given reaction. (1) Given the reactants Cl.Br[C:3]1[C:4]([O:9][C:10]2[CH:15]=[CH:14][C:13]([NH:16][C:17]3[CH:22]=[CH:21][CH:20]=[CH:19][N:18]=3)=[CH:12][CH:11]=2)=[N:5][CH:6]=[CH:7][CH:8]=1.[N:23]1[CH:28]=[CH:27][CH:26]=[C:25](B(O)O)[CH:24]=1.C(O)(O)=O.COCCOC, predict the reaction product. The product is: [N:5]1[CH:6]=[CH:7][CH:8]=[C:3]([C:25]2[CH:24]=[N:23][CH:28]=[CH:27][CH:26]=2)[C:4]=1[O:9][C:10]1[CH:15]=[CH:14][C:13]([NH:16][C:17]2[CH:22]=[CH:21][CH:20]=[CH:19][N:18]=2)=[CH:12][CH:11]=1. (2) Given the reactants [C:1]([NH:24][CH:25]([CH2:39][CH:40]([CH3:42])[CH3:41])[C:26]([NH:28][C:29]1[CH:30]=[CH:31][C:32]([OH:38])=[C:33]([CH:37]=1)[C:34]([OH:36])=[O:35])=[O:27])(=[O:23])[CH2:2][CH2:3]/[CH:4]=[CH:5]\[CH2:6]/[CH:7]=[CH:8]\[CH2:9]/[CH:10]=[CH:11]\[CH2:12]/[CH:13]=[CH:14]\[CH2:15]/[CH:16]=[CH:17]\[CH2:18]/[CH:19]=[CH:20]\[CH2:21][CH3:22].N[C@H:44]([C:52](O)=O)[CH2:45]C1C=CC=CC=1, predict the reaction product. The product is: [C:1]([NH:24][CH:25]([CH2:39][C:40]1[CH:41]=[CH:52][CH:44]=[CH:45][CH:42]=1)[C:26]([NH:28][C:29]1[CH:30]=[CH:31][C:32]([OH:38])=[C:33]([CH:37]=1)[C:34]([OH:36])=[O:35])=[O:27])(=[O:23])[CH2:2][CH2:3]/[CH:4]=[CH:5]\[CH2:6]/[CH:7]=[CH:8]\[CH2:9]/[CH:10]=[CH:11]\[CH2:12]/[CH:13]=[CH:14]\[CH2:15]/[CH:16]=[CH:17]\[CH2:18]/[CH:19]=[CH:20]\[CH2:21][CH3:22].